Dataset: Full USPTO retrosynthesis dataset with 1.9M reactions from patents (1976-2016). Task: Predict the reactants needed to synthesize the given product. (1) Given the product [C:1]([O:5][C:6]([N:8]1[CH2:13][CH2:12][N:11]([CH2:24][CH:20]([C:21]([OH:23])=[O:22])[C:14]2[CH:19]=[CH:18][CH:17]=[CH:16][CH:15]=2)[CH2:10][CH2:9]1)=[O:7])([CH3:4])([CH3:2])[CH3:3], predict the reactants needed to synthesize it. The reactants are: [C:1]([O:5][C:6]([N:8]1[CH2:13][CH2:12][NH:11][CH2:10][CH2:9]1)=[O:7])([CH3:4])([CH3:3])[CH3:2].[C:14]1([C:20](=[CH2:24])[C:21]([OH:23])=[O:22])[CH:19]=[CH:18][CH:17]=[CH:16][CH:15]=1. (2) Given the product [CH2:6]([O:5][C:3](=[O:4])[CH2:2][N:17]1[CH2:18][CH2:19][N:14]([CH3:13])[CH2:15][CH2:16]1)[C:7]1[CH:12]=[CH:11][CH:10]=[CH:9][CH:8]=1, predict the reactants needed to synthesize it. The reactants are: Br[CH2:2][C:3]([O:5][CH2:6][C:7]1[CH:12]=[CH:11][CH:10]=[CH:9][CH:8]=1)=[O:4].[CH3:13][N:14]1[CH2:19][CH2:18][NH:17][CH2:16][CH2:15]1.C(N(CC)CC)C. (3) Given the product [Cl:1][C:2]1[C:3]([OH:28])=[C:4]([C:5]([N:37]2[CH2:38][CH2:39][N:34]([CH2:33][CH2:32][N:31]([CH2:40][CH3:41])[CH2:29][CH3:30])[CH2:35][CH2:36]2)=[O:7])[CH:8]=[C:9]([C:11]2[CH:12]=[C:13]3[C:19]([C:20]4[CH:25]=[CH:24][CH:23]=[CH:22][C:21]=4[O:26][CH3:27])=[N:18][NH:17][C:14]3=[N:15][CH:16]=2)[CH:10]=1, predict the reactants needed to synthesize it. The reactants are: [Cl:1][C:2]1[C:3]([OH:28])=[C:4]([CH:8]=[C:9]([C:11]2[CH:12]=[C:13]3[C:19]([C:20]4[CH:25]=[CH:24][CH:23]=[CH:22][C:21]=4[O:26][CH3:27])=[N:18][NH:17][C:14]3=[N:15][CH:16]=2)[CH:10]=1)[C:5]([OH:7])=O.[CH2:29]([N:31]([CH2:40][CH3:41])[CH2:32][CH2:33][N:34]1[CH2:39][CH2:38][NH:37][CH2:36][CH2:35]1)[CH3:30].O=C1N(P(Cl)(N2CCOC2=O)=O)CCO1.C(=O)(O)[O-].[Na+].